This data is from Full USPTO retrosynthesis dataset with 1.9M reactions from patents (1976-2016). The task is: Predict the reactants needed to synthesize the given product. (1) Given the product [CH3:29][N:28]1[C:27]2[CH:30]=[CH:31][CH:32]=[CH:33][C:26]=2[N:25]=[C:24]1[CH2:23][N:5]([CH2:4][CH:3]=[O:2])[C:6](=[O:22])[O:7][CH2:8][CH:9]1[C:21]2[CH:20]=[CH:19][CH:18]=[CH:17][C:16]=2[C:15]2[C:10]1=[CH:11][CH:12]=[CH:13][CH:14]=2, predict the reactants needed to synthesize it. The reactants are: C[O:2][CH:3](OC)[CH2:4][N:5]([CH2:23][C:24]1[N:28]([CH3:29])[C:27]2[CH:30]=[CH:31][CH:32]=[CH:33][C:26]=2[N:25]=1)[C:6](=[O:22])[O:7][CH2:8][CH:9]1[C:21]2[CH:20]=[CH:19][CH:18]=[CH:17][C:16]=2[C:15]2[C:10]1=[CH:11][CH:12]=[CH:13][CH:14]=2.Cl. (2) Given the product [C:1]([O:5][C:6](=[O:31])[NH:7][C@@H:8]1[C:14](=[O:15])[N:13]([CH2:16][C:17]2[C:26]3[C:21](=[CH:22][CH:23]=[CH:24][CH:25]=3)[CH:20]=[CH:19][C:18]=2[CH3:32])[C:12]2[CH:27]=[CH:28][CH:29]=[CH:30][C:11]=2[NH:10][CH2:9]1)([CH3:4])([CH3:2])[CH3:3], predict the reactants needed to synthesize it. The reactants are: [C:1]([O:5][C:6](=[O:31])[NH:7][C@@H:8]1[C:14](=[O:15])[N:13]([CH2:16][C:17]2[C:26]3[C:21](=[CH:22][CH:23]=[CH:24][CH:25]=3)[CH:20]=[CH:19][CH:18]=2)[C:12]2[CH:27]=[CH:28][CH:29]=[CH:30][C:11]=2[NH:10][CH2:9]1)([CH3:4])([CH3:3])[CH3:2].[C:32](OC(=O)N)(C)(C)C.ClCC1C2C(=CC=CC=2)C=CC=1C. (3) The reactants are: Br[C:2]1[CH:7]=[CH:6][C:5]([C:8](=[O:10])[CH3:9])=[CH:4][CH:3]=1.[CH:11]([C:13]1[CH:14]=[C:15](B(O)O)[CH:16]=[CH:17][C:18]=1[O:19][CH3:20])=[O:12]. Given the product [C:8]([C:5]1[CH:6]=[CH:7][C:2]([C:15]2[CH:16]=[CH:17][C:18]([O:19][CH3:20])=[C:13]([CH:11]=[O:12])[CH:14]=2)=[CH:3][CH:4]=1)(=[O:10])[CH3:9], predict the reactants needed to synthesize it.